Dataset: Full USPTO retrosynthesis dataset with 1.9M reactions from patents (1976-2016). Task: Predict the reactants needed to synthesize the given product. (1) Given the product [Cl:37][C:33]1[CH:32]=[C:31]([NH:1][C@H:2]2[C:11]3[C:6](=[CH:7][CH:8]=[C:9]([C:12]4[CH:13]=[N:14][C:15]([C:18]([N:20]5[CH2:25][CH2:24][O:23][CH2:22][CH2:21]5)=[O:19])=[CH:16][CH:17]=4)[CH:10]=3)[N:5]([C:26](=[O:28])[CH3:27])[C@@H:4]([CH3:29])[CH2:3]2)[CH:36]=[CH:35][CH:34]=1, predict the reactants needed to synthesize it. The reactants are: [NH2:1][C@H:2]1[C:11]2[C:6](=[CH:7][CH:8]=[C:9]([C:12]3[CH:13]=[N:14][C:15]([C:18]([N:20]4[CH2:25][CH2:24][O:23][CH2:22][CH2:21]4)=[O:19])=[CH:16][CH:17]=3)[CH:10]=2)[N:5]([C:26](=[O:28])[CH3:27])[C@@H:4]([CH3:29])[CH2:3]1.Br[C:31]1[CH:36]=[CH:35][CH:34]=[C:33]([Cl:37])[CH:32]=1.C1(P(C2CCCCC2)C2C=CC=CC=2C2C(N(C)C)=CC=CC=2)CCCCC1.CC(C)([O-])C.[Na+]. (2) Given the product [Br:1][C:2]1[N:6]([CH3:7])[N:5]=[CH:4][C:3]=1[CH:8]=[O:9], predict the reactants needed to synthesize it. The reactants are: [Br:1][C:2]1[N:6]([CH3:7])[N:5]=[CH:4][C:3]=1[CH2:8][OH:9].C(C1C=CC(N2C(C=O)=CN=C2)=CC=1)C. (3) Given the product [CH3:14][O:13][C:9]1[CH:10]=[CH:11][CH:12]=[C:2]([C:23]2[NH:27][N:26]=[CH:25][CH:24]=2)[C:3]=1[C:4]([O:6][CH2:7][CH3:8])=[O:5], predict the reactants needed to synthesize it. The reactants are: Br[C:2]1[CH:12]=[CH:11][CH:10]=[C:9]([O:13][CH3:14])[C:3]=1[C:4]([O:6][CH2:7][CH3:8])=[O:5].CC1(C)C(C)(C)OB([C:23]2[NH:27][N:26]=[CH:25][CH:24]=2)O1.C([O-])([O-])=O.[Na+].[Na+]. (4) Given the product [Br:1][C:2]1[CH:7]=[CH:6][C:5]([O:8][CH2:17][CH:18]=[C:19]([CH3:21])[CH3:20])=[C:4]([CH3:9])[CH:3]=1, predict the reactants needed to synthesize it. The reactants are: [Br:1][C:2]1[CH:7]=[CH:6][C:5]([OH:8])=[C:4]([CH3:9])[CH:3]=1.C(=O)([O-])[O-].[Cs+].[Cs+].Br[CH2:17][CH:18]=[C:19]([CH3:21])[CH3:20]. (5) Given the product [C:26]([O:29][CH2:30][CH2:31][N:11]1[C:12]2[C:7](=[CH:6][C:5]([CH2:4][C:3]3[CH:21]=[CH:22][CH:23]=[C:24]([Cl:25])[C:2]=3[Cl:1])=[CH:14][CH:13]=2)[C:8](=[O:20])[C:9]([C:15]([O:17][CH2:18][CH3:19])=[O:16])=[CH:10]1)(=[O:28])[CH3:27], predict the reactants needed to synthesize it. The reactants are: [Cl:1][C:2]1[C:24]([Cl:25])=[CH:23][CH:22]=[CH:21][C:3]=1[CH2:4][C:5]1[CH:6]=[C:7]2[C:12](=[CH:13][CH:14]=1)[NH:11][CH:10]=[C:9]([C:15]([O:17][CH2:18][CH3:19])=[O:16])[C:8]2=[O:20].[C:26]([O:29][CH2:30][CH2:31]Br)(=[O:28])[CH3:27].C(=O)([O-])[O-].[K+].[K+].[Cl-].[NH4+].